From a dataset of Forward reaction prediction with 1.9M reactions from USPTO patents (1976-2016). Predict the product of the given reaction. (1) Given the reactants [Cl:1][C:2]1[CH:7]=[CH:6][CH:5]=[CH:4][C:3]=1[O:8][CH2:9][CH3:10].[C:11]1(=[O:17])[O:16][C:14](=[O:15])[CH2:13][CH2:12]1.[Cl-].[Al+3].[Cl-].[Cl-].Cl, predict the reaction product. The product is: [Cl:1][C:2]1[CH:7]=[C:6]([C:11](=[O:17])[CH2:12][CH2:13][C:14]([OH:16])=[O:15])[CH:5]=[CH:4][C:3]=1[O:8][CH2:9][CH3:10]. (2) Given the reactants BrC1C=CC(NC(=CC([O-])=O)C(OC)=O)=C(OC)C=1.[CH3:20][O:21][C:22](=[O:38])[C:23]([NH:28][C:29]1[CH:34]=[C:33]([Br:35])[CH:32]=[CH:31][C:30]=1[O:36][CH3:37])=[CH:24][C:25]([O-:27])=O, predict the reaction product. The product is: [CH3:20][O:21][C:22]([C:23]1[CH:24]=[C:25]([OH:27])[C:34]2[C:29](=[C:30]([O:36][CH3:37])[CH:31]=[CH:32][C:33]=2[Br:35])[N:28]=1)=[O:38]. (3) Given the reactants [NH2:1][C:2]1[N:7]=[C:6]([N:8]2[CH2:13][CH2:12][N:11]([C:14](OC(C)(C)C)=O)[CH2:10][CH2:9]2)[C:5]([F:21])=[CH:4][C:3]=1[F:22].ClC1[NH:28][C:27]2[CH:29]=[C:30]([C:42]([F:45])([F:44])[F:43])[CH:31]=[C:32]([C:33]3[CH:38]=[C:37]([F:39])[C:36]([F:40])=[C:35]([F:41])[CH:34]=3)[C:26]=2[N:25]=1, predict the reaction product. The product is: [F:22][C:3]1[C:2]([NH2:1])=[N:7][C:6]([N:8]2[CH2:9][CH2:10][N:11]([C:14]3[NH:25][C:26]4[C:32]([C:33]5[CH:34]=[C:35]([F:41])[C:36]([F:40])=[C:37]([F:39])[CH:38]=5)=[CH:31][C:30]([C:42]([F:43])([F:44])[F:45])=[CH:29][C:27]=4[N:28]=3)[CH2:12][CH2:13]2)=[C:5]([F:21])[CH:4]=1. (4) Given the reactants [OH:1][C:2]1([C:22]2[CH:27]=[CH:26][CH:25]=[CH:24][CH:23]=2)[C@H:11]2[C@H:6]([CH2:7][CH2:8][CH2:9][CH2:10]2)[N:5](C(OCC2C=CC=CC=2)=O)[CH2:4][CH2:3]1, predict the reaction product. The product is: [C:22]1([C:2]2([OH:1])[C@H:11]3[C@H:6]([CH2:7][CH2:8][CH2:9][CH2:10]3)[NH:5][CH2:4][CH2:3]2)[CH:23]=[CH:24][CH:25]=[CH:26][CH:27]=1. (5) Given the reactants Br[C:2]1[C:15]2[C:16]3=[C:17]4[C:12](=[CH:13][CH:14]=2)[CH:11]=[CH:10][CH:9]=[C:8]4[CH:7]=[CH:6][C:5]3=[CH:4][CH:3]=1.[CH3:18][C:19]1[CH:24]=[CH:23][C:22](B(O)O)=[CH:21][CH:20]=1.P([O-])([O-])([O-])=O.[K+].[K+].[K+].CN(C)C=O, predict the reaction product. The product is: [CH3:18][C:19]1[CH:24]=[CH:23][C:22]([C:9]2[C:8]3[C:17]4=[C:16]5[C:5](=[CH:6][CH:7]=3)[CH:4]=[CH:3][CH:2]=[C:15]5[CH:14]=[CH:13][C:12]4=[CH:11][CH:10]=2)=[CH:21][CH:20]=1. (6) Given the reactants [OH:1][C:2]1[CH:30]=[CH:29][C:5]([CH2:6][N:7]2[C:11]3[CH:12]=[CH:13][C:14]([CH:16]4[CH2:21][CH2:20][N:19]([C:22]([O:24][C:25]([CH3:28])([CH3:27])[CH3:26])=[O:23])[CH2:18][CH2:17]4)=[CH:15][C:10]=3[N:9]=[CH:8]2)=[CH:4][C:3]=1[O:31][CH3:32].C(=O)([O-])[O-].[K+].[K+].Cl[CH2:40][C:41]1[CH:42]=[CH:43][C:44]([O:47][CH3:48])=[N:45][CH:46]=1, predict the reaction product. The product is: [CH3:32][O:31][C:3]1[CH:4]=[C:5]([CH:29]=[CH:30][C:2]=1[O:1][CH2:40][C:41]1[CH:46]=[N:45][C:44]([O:47][CH3:48])=[CH:43][CH:42]=1)[CH2:6][N:7]1[C:11]2[CH:12]=[CH:13][C:14]([CH:16]3[CH2:21][CH2:20][N:19]([C:22]([O:24][C:25]([CH3:27])([CH3:28])[CH3:26])=[O:23])[CH2:18][CH2:17]3)=[CH:15][C:10]=2[N:9]=[CH:8]1. (7) Given the reactants [C:1]([O:5][C:6]([N:8]([CH2:38][CH2:39][O:40][CH3:41])[CH2:9][CH2:10][N:11]([C:16]1[CH:17]=[C:18]2[C:22](=[CH:23][CH:24]=1)[C:21](=[O:25])[N:20]([CH2:26][C:27]([O:29]CC1C=CC=CC=1)=[O:28])[C:19]2=[O:37])[S:12]([CH3:15])(=[O:14])=[O:13])=[O:7])([CH3:4])([CH3:3])[CH3:2], predict the reaction product. The product is: [C:1]([O:5][C:6]([N:8]([CH2:38][CH2:39][O:40][CH3:41])[CH2:9][CH2:10][N:11]([C:16]1[CH:17]=[C:18]2[C:22](=[CH:23][CH:24]=1)[C:21](=[O:25])[N:20]([CH2:26][C:27]([OH:29])=[O:28])[C:19]2=[O:37])[S:12]([CH3:15])(=[O:13])=[O:14])=[O:7])([CH3:4])([CH3:3])[CH3:2]. (8) Given the reactants [NH:1]1[CH2:6][CH2:5][CH:4]([N:7]([CH2:21][CH3:22])[C:8](=[O:20])[CH2:9][C:10]2[CH:15]=[CH:14][C:13]([S:16]([CH3:19])(=[O:18])=[O:17])=[CH:12][CH:11]=2)[CH2:3][CH2:2]1.C(=O)([O-])[O-].[K+].[K+].Cl[CH2:30][CH2:31][C:32]([C:34]1[CH:39]=[CH:38][CH:37]=[CH:36][CH:35]=1)=[O:33], predict the reaction product. The product is: [C:34]1([C:32](=[O:33])[CH2:31][CH2:30][N:1]2[CH2:6][CH2:5][CH:4]([N:7]([CH2:21][CH3:22])[C:8](=[O:20])[CH2:9][C:10]3[CH:15]=[CH:14][C:13]([S:16]([CH3:19])(=[O:17])=[O:18])=[CH:12][CH:11]=3)[CH2:3][CH2:2]2)[CH:39]=[CH:38][CH:37]=[CH:36][CH:35]=1.